From a dataset of Reaction yield outcomes from USPTO patents with 853,638 reactions. Predict the reaction yield, written as a fraction of the theoretical maximum amount of product (1.0 means a 100% yield; for example, 0.34 means a 34% yield). (1) The reactants are [CH3:1][C:2]1([OH:6])[CH2:5][CH2:4][CH2:3]1.N1C=CC=CC=1.[C:13](Cl)(=[O:24])[O:14][C:15]1[CH:20]=[CH:19][C:18]([N+:21]([O-:23])=[O:22])=[CH:17][CH:16]=1. The catalyst is ClCCl. The product is [C:13](=[O:24])([O:14][C:15]1[CH:16]=[CH:17][C:18]([N+:21]([O-:23])=[O:22])=[CH:19][CH:20]=1)[O:6][C:2]1([CH3:1])[CH2:5][CH2:4][CH2:3]1. The yield is 0.480. (2) The reactants are [Cl:1][C:2]1[CH:3]=[C:4]([S:9]([N:12]2[CH2:45][CH2:44][CH2:43][C@H:13]2[C:14]([NH:16][C@@H:17]([CH2:22][CH2:23][C:24](=[O:42])[N:25]2[CH2:30][CH2:29][CH:28]([CH2:31][N:32]3[CH2:40][C:39]4[C:34](=[CH:35][CH:36]=[CH:37][CH:38]=4)[C:33]3=[O:41])[CH2:27][CH2:26]2)[C:18]([O:20]C)=[O:19])=[O:15])(=[O:11])=[O:10])[CH:5]=[C:6]([Cl:8])[CH:7]=1.O[Li].O. The catalyst is C1COCC1.O. The product is [O:41]=[C:33]1[C:34]2[C:39](=[CH:38][CH:37]=[CH:36][CH:35]=2)[CH2:40][N:32]1[CH2:31][CH:28]1[CH2:29][CH2:30][N:25]([C:24](=[O:42])[CH2:23][CH2:22][C@H:17]([NH:16][C:14](=[O:15])[C@@H:13]2[CH2:43][CH2:44][CH2:45][N:12]2[S:9]([C:4]2[CH:3]=[C:2]([Cl:1])[CH:7]=[C:6]([Cl:8])[CH:5]=2)(=[O:10])=[O:11])[C:18]([OH:20])=[O:19])[CH2:26][CH2:27]1. The yield is 0.790.